From a dataset of Peptide-MHC class I binding affinity with 185,985 pairs from IEDB/IMGT. Regression. Given a peptide amino acid sequence and an MHC pseudo amino acid sequence, predict their binding affinity value. This is MHC class I binding data. The peptide sequence is IVLPEKDSW. The MHC is HLA-B08:01 with pseudo-sequence HLA-B08:01. The binding affinity (normalized) is 0.0421.